From a dataset of Full USPTO retrosynthesis dataset with 1.9M reactions from patents (1976-2016). Predict the reactants needed to synthesize the given product. (1) Given the product [CH2:45]([S:42]([N:39]1[CH2:38][CH2:37][CH:36]([C:27]2[C:26]3[C:30](=[C:31]([C:33]([NH2:35])=[O:34])[CH:32]=[C:24]([C:9]4[CH:14]=[N:13][CH:12]=[C:11]([CH2:15][N:16]5[CH2:17][CH2:18][O:19][CH2:20][CH2:21]5)[CH:10]=4)[CH:25]=3)[NH:29][CH:28]=2)[CH2:41][CH2:40]1)(=[O:44])=[O:43])[CH3:46], predict the reactants needed to synthesize it. The reactants are: CC1(C)C(C)(C)OB([C:9]2[CH:10]=[C:11]([CH2:15][N:16]3[CH2:21][CH2:20][O:19][CH2:18][CH2:17]3)[CH:12]=[N:13][CH:14]=2)O1.Br[C:24]1[CH:25]=[C:26]2[C:30](=[C:31]([C:33]([NH2:35])=[O:34])[CH:32]=1)[NH:29][CH:28]=[C:27]2[CH:36]1[CH2:41][CH2:40][N:39]([S:42]([CH2:45][CH3:46])(=[O:44])=[O:43])[CH2:38][CH2:37]1.C(=O)([O-])[O-].[K+].[K+].C12(PC34CC(CC3)CC4)CC(CC1)CC2. (2) Given the product [C:24]1([NH:30][C:31](=[O:32])[N:21]([CH2:22][CH3:23])[CH2:20][CH2:19][CH2:18][O:17][C:5]2[CH:6]=[CH:7][C:8]3[C:9]([C:13]([F:15])([F:14])[F:16])=[N:10][O:11][C:12]=3[C:4]=2[CH2:1][CH2:2][CH3:3])[CH:29]=[CH:28][CH:27]=[CH:26][CH:25]=1, predict the reactants needed to synthesize it. The reactants are: [CH2:1]([C:4]1[C:12]2[O:11][N:10]=[C:9]([C:13]([F:16])([F:15])[F:14])[C:8]=2[CH:7]=[CH:6][C:5]=1[O:17][CH2:18][CH2:19][CH2:20][NH:21][CH2:22][CH3:23])[CH2:2][CH3:3].[C:24]1([N:30]=[C:31]=[O:32])[CH:29]=[CH:28][CH:27]=[CH:26][CH:25]=1. (3) Given the product [C:1]([C:3]1[N:7]([CH3:8])[C:6]([CH:9]([C:11]2[CH:16]=[CH:15][CH:14]=[CH:13][CH:12]=2)[OH:10])=[N:5][CH:4]=1)#[CH:2], predict the reactants needed to synthesize it. The reactants are: [C:1]([C:3]1[N:7]([CH3:8])[C:6]([C:9]([C:11]2[CH:16]=[CH:15][CH:14]=[CH:13][CH:12]=2)=[O:10])=[N:5][CH:4]=1)#[CH:2].[BH4-].[Na+].O. (4) Given the product [CH3:17][O:16][C:9]1[CH:8]=[C:7]([C:6]2[O:20][CH:19]([CH3:21])[CH:4]([C:3]([O:2][CH3:1])=[O:22])[N:5]=2)[CH:12]=[CH:11][C:10]=1[N+:13]([O-:15])=[O:14], predict the reactants needed to synthesize it. The reactants are: [CH3:1][O:2][C:3](=[O:22])[C@H:4]([C@@H:19]([CH3:21])[OH:20])[NH:5][C:6](=O)[C:7]1[CH:12]=[CH:11][C:10]([N+:13]([O-:15])=[O:14])=[C:9]([O:16][CH3:17])[CH:8]=1.CC[N+](S(N=C(OC)[O-])(=O)=O)(CC)CC. (5) Given the product [ClH:24].[CH2:1]([O:3][C:4]1[CH:9]=[C:8]([F:10])[CH:7]=[CH:6][C:5]=1[CH:11]1[CH2:16][CH2:15][NH:14][CH2:13][CH2:12]1)[CH3:2], predict the reactants needed to synthesize it. The reactants are: [CH2:1]([O:3][C:4]1[CH:9]=[C:8]([F:10])[CH:7]=[CH:6][C:5]=1[CH:11]1[CH2:16][CH2:15][N:14](C(OC(C)(C)C)=O)[CH2:13][CH2:12]1)[CH3:2].[ClH:24].